This data is from Full USPTO retrosynthesis dataset with 1.9M reactions from patents (1976-2016). The task is: Predict the reactants needed to synthesize the given product. (1) The reactants are: [F:1][C:2]1[C:11]([CH2:12][C:13]2[N:17]3[N:18]=[C:19]([C:22](=O)[CH3:23])[CH:20]=[CH:21][C:16]3=[N:15][N:14]=2)=[C:10]([F:25])[CH:9]=[C:8]2[C:3]=1[CH:4]=[C:5]([N:26]1[CH2:31][CH2:30][O:29][CH2:28][CH2:27]1)[CH:6]=[N:7]2.Cl.[NH2:33][OH:34]. Given the product [F:1][C:2]1[C:11]([CH2:12][C:13]2[N:17]3[N:18]=[C:19](/[C:22](=[N:33]/[OH:34])/[CH3:23])[CH:20]=[CH:21][C:16]3=[N:15][N:14]=2)=[C:10]([F:25])[CH:9]=[C:8]2[C:3]=1[CH:4]=[C:5]([N:26]1[CH2:31][CH2:30][O:29][CH2:28][CH2:27]1)[CH:6]=[N:7]2, predict the reactants needed to synthesize it. (2) Given the product [CH3:24][N:6]1[C:2]([CH3:1])([CH:18]2[CH2:22][CH2:21][CH2:20][CH:19]2[CH3:23])[C:3](=[O:17])[N:4]([CH2:8][C:9](=[O:16])[C:10]2[CH:11]=[CH:12][CH:13]=[CH:14][CH:15]=2)[C:5]1=[O:7], predict the reactants needed to synthesize it. The reactants are: [CH3:1][C:2]1([CH:18]2[CH2:22][CH2:21][CH2:20][CH:19]2[CH3:23])[NH:6][C:5](=[O:7])[N:4]([CH2:8][C:9](=[O:16])[C:10]2[CH:15]=[CH:14][CH:13]=[CH:12][CH:11]=2)[C:3]1=[O:17].[CH3:24]I. (3) Given the product [CH:13]1[CH:12]=[CH:11][CH:10]=[C:9]2[C:14]=1[C:5]1[N:4]3[CH2:16][CH2:17][N:18]([C:19]([O:20][C:21]([CH3:24])([CH3:23])[CH3:22])=[O:25])[CH2:2][C:3]3=[N:15][C:6]=1[CH:7]=[N:8]2, predict the reactants needed to synthesize it. The reactants are: Cl[CH2:2][C:3]1[N:4]([CH2:16][CH2:17][NH:18][C:19](=[O:25])[O:20][C:21]([CH3:24])([CH3:23])[CH3:22])[C:5]2[C:14]3[CH:13]=[CH:12][CH:11]=[CH:10][C:9]=3[N:8]=[CH:7][C:6]=2[N:15]=1.CC(C)([O-])C.[K+]. (4) Given the product [Cl:1][C:2]1[CH:7]=[CH:6][N:5]2[N:8]=[CH:9][C:10](/[CH:11]=[N:14]/[OH:15])=[C:4]2[N:3]=1, predict the reactants needed to synthesize it. The reactants are: [Cl:1][C:2]1[CH:7]=[CH:6][N:5]2[N:8]=[CH:9][C:10]([CH:11]=O)=[C:4]2[N:3]=1.Cl.[NH2:14][OH:15]. (5) The reactants are: [C:1]([C:3]1[CH:8]=[CH:7][CH:6]=[CH:5][C:4]=1[CH2:9][C:10]([O:12][CH3:13])=[O:11])#[CH:2].CCN(CC)CC.Cl[C:22]1[C:27]([C:28]([F:31])([F:30])[F:29])=[CH:26][N:25]=[C:24]([NH:32][C:33]2[CH:38]=[CH:37][C:36]([CH:39]3[CH2:44][CH2:43][N:42]([C:45]([O:47][C:48]([CH3:51])([CH3:50])[CH3:49])=[O:46])[CH2:41][CH2:40]3)=[C:35]([CH3:52])[CH:34]=2)[N:23]=1.C1C=CC(P(C2C=CC=CC=2)C2C=CC=CC=2)=CC=1. Given the product [CH3:13][O:12][C:10](=[O:11])[CH2:9][C:4]1[CH:5]=[CH:6][CH:7]=[CH:8][C:3]=1[C:1]#[C:2][C:26]1[C:27]([C:28]([F:29])([F:30])[F:31])=[CH:22][N:23]=[C:24]([NH:32][C:33]2[CH:38]=[CH:37][C:36]([CH:39]3[CH2:40][CH2:41][N:42]([C:45]([O:47][C:48]([CH3:50])([CH3:49])[CH3:51])=[O:46])[CH2:43][CH2:44]3)=[C:35]([CH3:52])[CH:34]=2)[N:25]=1, predict the reactants needed to synthesize it.